This data is from Full USPTO retrosynthesis dataset with 1.9M reactions from patents (1976-2016). The task is: Predict the reactants needed to synthesize the given product. (1) Given the product [C:34]([CH2:33][N:32]([CH3:31])[C:3](=[O:5])[CH:2]([OH:1])[C:6]1[CH:11]=[CH:10][CH:9]=[C:8]([C:12]2[CH:13]=[C:14]3[C:20]([C:21]4[CH:26]=[CH:25][CH:24]=[CH:23][C:22]=4[O:27][CH3:28])=[N:19][NH:18][C:15]3=[N:16][CH:17]=2)[CH:7]=1)#[N:35], predict the reactants needed to synthesize it. The reactants are: [OH:1][CH:2]([C:6]1[CH:11]=[CH:10][CH:9]=[C:8]([C:12]2[CH:13]=[C:14]3[C:20]([C:21]4[CH:26]=[CH:25][CH:24]=[CH:23][C:22]=4[O:27][CH3:28])=[N:19][N:18](CO)[C:15]3=[N:16][CH:17]=2)[CH:7]=1)[C:3]([OH:5])=O.[CH3:31][NH:32][CH2:33][C:34]#[N:35].C(N(C(C)C)CC)(C)C. (2) Given the product [F:8][C:9]1[CH:10]=[C:11]([CH2:15][C:16]([O:18][CH2:5][CH3:6])=[O:17])[CH:12]=[CH:13][CH:14]=1, predict the reactants needed to synthesize it. The reactants are: S(Cl)(Cl)=O.[CH2:5](O)[CH3:6].[F:8][C:9]1[CH:10]=[C:11]([CH2:15][C:16]([OH:18])=[O:17])[CH:12]=[CH:13][CH:14]=1. (3) Given the product [C:35]([C:32]1[CH:31]=[CH:30][C:29]([N:13]([CH2:14][C:15]2[CH:20]=[CH:19][C:18]([C:21](=[O:28])[NH:22][C:23]3[N:24]=[N:25][NH:26][N:27]=3)=[CH:17][CH:16]=2)[C:11](=[O:12])[NH:10][C:6]2[CH:5]=[C:4]([CH:9]=[CH:8][CH:7]=2)[C:3]([OH:39])=[O:2])=[CH:34][CH:33]=1)([CH3:38])([CH3:36])[CH3:37], predict the reactants needed to synthesize it. The reactants are: C[O:2][C:3](=[O:39])[C:4]1[CH:9]=[CH:8][CH:7]=[C:6]([NH:10][C:11]([N:13]([C:29]2[CH:34]=[CH:33][C:32]([C:35]([CH3:38])([CH3:37])[CH3:36])=[CH:31][CH:30]=2)[CH2:14][C:15]2[CH:20]=[CH:19][C:18]([C:21](=[O:28])[NH:22][C:23]3[N:24]=[N:25][NH:26][N:27]=3)=[CH:17][CH:16]=2)=[O:12])[CH:5]=1.C[Si](C)(C)[O-].[K+]. (4) Given the product [Br:47][C:44]1[CH:45]=[CH:46][C:41]2[O:40][C:39]3[CH:48]=[CH:49][C:36]([C:9]4[CH:10]=[CH:11][C:12]([C:15]5[CH:16]=[CH:17][C:18]([N:21]6[C:22]7[CH:23]=[CH:24][CH:25]=[CH:26][C:27]=7[C:28]7[C:33]6=[CH:32][CH:31]=[CH:30][CH:29]=7)=[CH:19][CH:20]=5)=[CH:13][CH:14]=4)=[CH:37][C:38]=3[C:42]=2[CH:43]=1, predict the reactants needed to synthesize it. The reactants are: CC1(C)C(C)(C)OB([C:9]2[CH:14]=[CH:13][C:12]([C:15]3[CH:20]=[CH:19][C:18]([N:21]4[C:33]5[CH:32]=[CH:31][CH:30]=[CH:29][C:28]=5[C:27]5[C:22]4=[CH:23][CH:24]=[CH:25][CH:26]=5)=[CH:17][CH:16]=3)=[CH:11][CH:10]=2)O1.Br[C:36]1[CH:49]=[CH:48][C:39]2[O:40][C:41]3[CH:46]=[CH:45][C:44]([Br:47])=[CH:43][C:42]=3[C:38]=2[CH:37]=1.C(=O)([O-])[O-].[K+].[K+].O1CCOCC1.